This data is from Experimentally validated miRNA-target interactions with 360,000+ pairs, plus equal number of negative samples. The task is: Binary Classification. Given a miRNA mature sequence and a target amino acid sequence, predict their likelihood of interaction. (1) The miRNA is mmu-miR-3969 with sequence CCCUAAAGUAGAAAUCACUA. The protein sequence of the target gene is MSAAQVSSSRRQSCYLCDLPRMPWAMIWDFSEPVCRGCVNYEGADRIEFVIETARQLKRAHGCFQDGRSPGPPPPVGVKTVALSAKEAAAAAAAAQQQQQQQQQQQQQLNHVDGSTKPAVLAAPSGLERYGLSAAAAAAAAAAAVEQRSRFEYPPPPVSLGSSSHAARLPNGLGGPNGFPKPAPEEGPPELNRQSPNSSSAATSVASRRGTHSGLVTGLPNPGGGGGPQLTVPPNLLPQTLLNGPASAAVLPPPHGLGGSRGPPTPAPPGAPGGPACLGGPPGVSATVSSAPSSTSSTVA.... Result: 0 (no interaction). (2) The miRNA is hsa-miR-595 with sequence GAAGUGUGCCGUGGUGUGUCU. The protein sequence of the target gene is MGLSPSAPAVAVQASNASASPPSGCPMHEGKMKGCPVNTEPSGPTCEKKTYSVPAHQERAYEYVECPIRGTAAENKENLDPSNLMPPPNQTPAPDQPFALSTVREESSIPRADSEKKWVYPSEQMFWNAMLKKGWKWKDEDISQKDMYNIIRIHNQNNEQAWKEILKWEALHAAECPCGPSLIRFGGKAKEYSPRARIRSWMGYELPFDRHDWIINRCGTEVRYVIDYYDGGEVNKDYQFTILDVRPALDSLSAVWDRMKVAWWRWTS. Result: 1 (interaction). (3) The miRNA is hsa-miR-3126-5p with sequence UGAGGGACAGAUGCCAGAAGCA. The protein sequence of the target gene is MRRMWATQGLAVALALSVLPGSRALRPGDCEVCISYLGRFYQDLKDRDVTFSPATIENELIKFCREARGKENRLCYYIGATDDAATKIINEVSKPLAHHIPVEKICEKLKKKDSQICELKYDKQIDLSTVDLKKLRVKELKKILDDWGETCKGCAEKSDYIRKINELMPKYAPKAASARTDL. Result: 0 (no interaction). (4) The miRNA is hsa-miR-7-1-3p with sequence CAACAAAUCACAGUCUGCCAUA. The protein sequence of the target gene is MLARNNSLVTEFILAGLTDHPEFQQPLFFLFLVVYIVTMVGNLGLIILFGLNSHLHTPMYYFLFNLSFIDLCYSSVFTPKMLMNFVSKKNIISYVGCMTQLFFFLFFVISECYMLTSMAYDRYVAICNPLLYKVTMSHQVCSMLTFAAYIMGLAGATAHTGCMLRLTFCSANIINHYLCDILPLLQLSCTSTYVNEVVVLIVVGINIMVPSCTILISYVFIVTSILHIKSTQGRSKAFSTCSSHVIALSLFFGSAAFMYIKYSSGSMEQGKVSSVFYTNVVPMLNPLIYSLRNKDVKVAL.... Result: 0 (no interaction). (5) The miRNA is hsa-miR-5572 with sequence GUUGGGGUGCAGGGGUCUGCU. The protein sequence of the target gene is MPRLPLLLLLLPSLARGLGLRDAGRRHPECSPCQQDRCPAPSPCPAPWISARDECGCCARCLGAEGASCGGPVGSRCGPGLVCASRASGTAPEGTGLCVCAQRGAVCGSDGRSYSSICALRLRARHAPRAHHGHLHKARDGPCEFAPVVLMPPRDIHNVTGTQVFLSCEVKAVPTPVITWKKVKHSPEGTEGLEELPGDHVNIAVQVRGGPSDHETTSWILINPLRKEDEGVYHCHAANAIGEAQSHGTVTVLDLNRYKSLYSSVPGDLL. Result: 0 (no interaction). (6) The miRNA is mmu-let-7c-5p with sequence UGAGGUAGUAGGUUGUAUGGUU. The protein sequence of the target gene is MLHVEMLTLLFLVLWMCVFSQDPGSKVVADRYAVYWNSSNPRFQRGDYHIDVCINDYLDVFCPHYEDSVPEDKTERYVLYMVNFDGYSACDHTSKGFKRWECNRPHSPNGPLKFSEKFQLFTPFSLGFEFRPGREYFYISSAIPDNGRRSCLKLKVFVRPTNSCMKTIGVHDRVFDVNDKVENSLEPADDTVHESAEPSRGENAAQTPRIPSRLLAILLFLLAMLLTL. Result: 0 (no interaction). (7) The miRNA is rno-miR-455-5p with sequence UAUGUGCCUUUGGACUACAUCG. The protein sequence of the target gene is MPRSFLVKKIKADGFQCSGVSAPTYHPLETAYVLPGTRGPPGDNGYVAHCLPPSGYDGEQKPGLELAPAEPAYPAAASEEYSDPESPQSSLSARYFRGEAAVTDSYSMDAFFISDGRSRRRRAGAGGDAAGAGDAGGGGGGGGGGERAGRSGATAGGGHRHACAECGKTYATSSNLSRHKQTHRSLDSQLARKCPTCGKAYVSMPALAMHVLTHNLRHKCGVCGKAFSRPWLLQGHMRSHTGEKPFGCAHCGKAFADRSNLRAHMQTHSAFKHYRCRQCDKSFALKSYLHKHCEAACVKA.... Result: 0 (no interaction).